This data is from NCI-60 drug combinations with 297,098 pairs across 59 cell lines. The task is: Regression. Given two drug SMILES strings and cell line genomic features, predict the synergy score measuring deviation from expected non-interaction effect. (1) Drug 1: CNC(=O)C1=CC=CC=C1SC2=CC3=C(C=C2)C(=NN3)C=CC4=CC=CC=N4. Drug 2: C1=CN(C=N1)CC(O)(P(=O)(O)O)P(=O)(O)O. Cell line: SK-MEL-28. Synergy scores: CSS=1.54, Synergy_ZIP=1.25, Synergy_Bliss=2.68, Synergy_Loewe=-0.806, Synergy_HSA=-0.701. (2) Drug 1: C1=NC2=C(N=C(N=C2N1C3C(C(C(O3)CO)O)O)F)N. Drug 2: CC1=C(N=C(N=C1N)C(CC(=O)N)NCC(C(=O)N)N)C(=O)NC(C(C2=CN=CN2)OC3C(C(C(C(O3)CO)O)O)OC4C(C(C(C(O4)CO)O)OC(=O)N)O)C(=O)NC(C)C(C(C)C(=O)NC(C(C)O)C(=O)NCCC5=NC(=CS5)C6=NC(=CS6)C(=O)NCCC[S+](C)C)O. Cell line: UACC-257. Synergy scores: CSS=1.22, Synergy_ZIP=-1.05, Synergy_Bliss=-0.677, Synergy_Loewe=-4.94, Synergy_HSA=-1.35. (3) Drug 1: CC12CCC(CC1=CCC3C2CCC4(C3CC=C4C5=CN=CC=C5)C)O. Drug 2: C1CN(P(=O)(OC1)NCCCl)CCCl. Cell line: TK-10. Synergy scores: CSS=-0.775, Synergy_ZIP=-0.0895, Synergy_Bliss=-1.04, Synergy_Loewe=-3.63, Synergy_HSA=-2.65. (4) Drug 1: CC12CCC(CC1=CCC3C2CCC4(C3CC=C4C5=CN=CC=C5)C)O. Drug 2: C(CN)CNCCSP(=O)(O)O. Cell line: NCI-H522. Synergy scores: CSS=-8.52, Synergy_ZIP=-0.794, Synergy_Bliss=-11.1, Synergy_Loewe=-13.0, Synergy_HSA=-11.8. (5) Cell line: SR. Drug 1: CN(C)N=NC1=C(NC=N1)C(=O)N. Drug 2: C1CN1P(=S)(N2CC2)N3CC3. Synergy scores: CSS=50.7, Synergy_ZIP=-3.69, Synergy_Bliss=-8.39, Synergy_Loewe=-42.8, Synergy_HSA=-7.38.